From a dataset of Reaction yield outcomes from USPTO patents with 853,638 reactions. Predict the reaction yield, written as a fraction of the theoretical maximum amount of product (1.0 means a 100% yield; for example, 0.34 means a 34% yield). (1) The reactants are [F:1][C:2]1[CH:11]=[CH:10][C:5]([C:6]([O:8][CH3:9])=[O:7])=[C:4]([OH:12])[CH:3]=1.[CH2:13](Br)[C:14]#[CH:15].C(=O)([O-])[O-].[K+].[K+]. The catalyst is CC(C)=O. The product is [F:1][C:2]1[CH:11]=[CH:10][C:5]([C:6]([O:8][CH3:9])=[O:7])=[C:4]([O:12][CH2:15][C:14]#[CH:13])[CH:3]=1. The yield is 0.970. (2) The reactants are O[C:2]1[C:11]2[C:6](=[CH:7][CH:8]=[CH:9][CH:10]=2)[C:5](=[O:12])[N:4]([C:13]2[CH:18]=[CH:17][C:16]([CH:19]([CH3:21])[CH3:20])=[CH:15][CH:14]=2)[N:3]=1.P(Br)(Br)([Br:24])=O.C(C1C=C(C)C=C(C(C)(C)C)C=1O)(C)(C)C. The catalyst is O. The product is [Br:24][C:2]1[C:11]2[C:6](=[CH:7][CH:8]=[CH:9][CH:10]=2)[C:5](=[O:12])[N:4]([C:13]2[CH:18]=[CH:17][C:16]([CH:19]([CH3:21])[CH3:20])=[CH:15][CH:14]=2)[N:3]=1. The yield is 0.410.